This data is from Reaction yield outcomes from USPTO patents with 853,638 reactions. The task is: Predict the reaction yield, written as a fraction of the theoretical maximum amount of product (1.0 means a 100% yield; for example, 0.34 means a 34% yield). (1) The reactants are [N+:1]([C:4]1[C:5](=[O:22])[NH:6][C:7](=[O:21])[N:8]([CH2:18][CH2:19][CH3:20])[C:9]=1[CH:10]=[CH:11][C:12]1[CH:17]=[CH:16][CH:15]=[CH:14][CH:13]=1)([O-])=O.S(S([O-])=O)([O-])=O.[Na+].[Na+]. The catalyst is C(O)=O. The product is [C:12]1([C:11]2[NH:1][C:4]3[C:5](=[O:22])[NH:6][C:7](=[O:21])[N:8]([CH2:18][CH2:19][CH3:20])[C:9]=3[CH:10]=2)[CH:17]=[CH:16][CH:15]=[CH:14][CH:13]=1. The yield is 0.380. (2) The reactants are [Cl:1][C:2]1[C:10]2[N:9]=[C:8]3[NH:11][CH2:12][CH2:13][CH2:14][N:7]3[C:6]=2[C:5]([N+:15]([O-:17])=[O:16])=[CH:4][CH:3]=1.[Cl:18][C:19]1[CH:24]=[C:23]([Cl:25])[CH:22]=[CH:21][C:20]=1I.N1C=CC=CC=1C1C=CC=CN=1.C(=O)([O-])[O-].[Cs+].[Cs+]. The catalyst is CN(C)C=O.C(OCC)(=O)C.[Cu]I. The product is [Cl:1][C:2]1[C:10]2[N:9]=[C:8]3[N:11]([C:22]4[CH:21]=[CH:20][C:19]([Cl:18])=[CH:24][C:23]=4[Cl:25])[CH2:12][CH2:13][CH2:14][N:7]3[C:6]=2[C:5]([N+:15]([O-:17])=[O:16])=[CH:4][CH:3]=1. The yield is 0.0500. (3) The reactants are [H-].[Na+].[CH3:3][O:4][C:5]1[C:21]([O:22][CH3:23])=[C:20]([O:24][CH3:25])[CH:19]=[C:18]([CH3:26])[C:6]=1[C:7]([C:9]1[C:10](F)=[N:11][CH:12]=[C:13]([CH3:16])[C:14]=1[CH3:15])=[O:8].[OH2:27].Cl.[CH3:29]O. No catalyst specified. The product is [CH3:3][O:4][C:5]1[C:21]([O:22][CH3:23])=[C:20]([O:24][CH3:25])[CH:19]=[C:18]([CH3:26])[C:6]=1[C:7]([C:9]1[C:10]([O:27][CH3:29])=[N:11][CH:12]=[C:13]([CH3:16])[C:14]=1[CH3:15])=[O:8]. The yield is 0.430. (4) The product is [Cl:1][C:2]1[CH:18]=[CH:17][C:5]([CH2:6][O:7][C:8]2[C:9]([O:16][CH2:22][CH2:21][F:20])=[C:10]([CH:13]=[CH:14][CH:15]=2)[CH:11]=[O:12])=[C:4]([F:19])[CH:3]=1. The yield is 0.540. The catalyst is O1CCCC1.O.C(OCC)(=O)C. The reactants are [Cl:1][C:2]1[CH:18]=[CH:17][C:5]([CH2:6][O:7][C:8]2[C:9]([OH:16])=[C:10]([CH:13]=[CH:14][CH:15]=2)[CH:11]=[O:12])=[C:4]([F:19])[CH:3]=1.[F:20][CH2:21][CH2:22]O.C1(P(C2C=CC=CC=2)C2C=CC=CC=2)C=CC=CC=1.N(C(OC(C)C)=O)=NC(OC(C)C)=O. (5) The reactants are [F:1][C:2]1[CH:7]=[CH:6][C:5]([F:8])=[CH:4][C:3]=1[CH:9]([S:20][C:21]1[CH:22]=[N:23][C:24]([C:27]([F:30])([F:29])[F:28])=[CH:25][CH:26]=1)[C:10]1[C:11]([CH3:19])=[CH:12][C:13]([C:16]([OH:18])=O)=[N:14][CH:15]=1.[NH2:31][CH2:32][CH2:33][OH:34].ON1C2C=CC=CC=2N=N1.CN1CCOCC1.Cl.C(N=C=NCCCN(C)C)C. The catalyst is C(Cl)Cl. The product is [F:1][C:2]1[CH:7]=[CH:6][C:5]([F:8])=[CH:4][C:3]=1[CH:9]([S:20][C:21]1[CH:22]=[N:23][C:24]([C:27]([F:29])([F:28])[F:30])=[CH:25][CH:26]=1)[C:10]1[C:11]([CH3:19])=[CH:12][C:13]([C:16]([NH:31][CH2:32][CH2:33][OH:34])=[O:18])=[N:14][CH:15]=1. The yield is 0.990.